This data is from Forward reaction prediction with 1.9M reactions from USPTO patents (1976-2016). The task is: Predict the product of the given reaction. (1) Given the reactants [CH:1]([O:3][CH:4]=[CH2:5])=[CH2:2].[C:6]1(=[O:12])[O:11][C:9](=[O:10])[CH:8]=[CH:7]1.CC(N=NC(C#N)(C)C)(C#N)C, predict the reaction product. The product is: [CH2:2]=[CH:1][O:3][CH:4]=[CH2:5].[CH:7]1[C:6](=[O:12])[O:11][C:9](=[O:10])[CH:8]=1. (2) Given the reactants Br[C:2]1[CH:3]=[C:4]([CH2:8][N:9]2[CH2:14][CH2:13][N:12]([C:15]3[C:20]([C:21]([O:23][CH:24]([CH3:26])[CH3:25])=[O:22])=[CH:19][CH:18]=[CH:17][N:16]=3)[CH2:11][CH2:10]2)[CH:5]=[CH:6][CH:7]=1.[F:27][C:28]([F:37])([F:36])[C:29]1[CH:34]=[CH:33][CH:32]=[CH:31][C:30]=1[NH2:35].CC(C1C=C(C(C)C)C(C2C=CC=CC=2P(C2CCCCC2)C2CCCCC2)=C(C(C)C)C=1)C.P([O-])([O-])([O-])=O.[K+].[K+].[K+], predict the reaction product. The product is: [F:27][C:28]([F:36])([F:37])[C:29]1[CH:34]=[CH:33][CH:32]=[CH:31][C:30]=1[NH:35][C:2]1[CH:3]=[C:4]([CH2:8][N:9]2[CH2:14][CH2:13][N:12]([C:15]3[C:20]([C:21]([O:23][CH:24]([CH3:26])[CH3:25])=[O:22])=[CH:19][CH:18]=[CH:17][N:16]=3)[CH2:11][CH2:10]2)[CH:5]=[CH:6][CH:7]=1. (3) Given the reactants [Br:1][C:2]1[C:7](=[O:8])[N:6]2[CH:9]=[CH:10][CH:11]=[CH:12][C:5]2=[N:4][C:3]=1Cl.[CH3:14][O-:15].[Na+], predict the reaction product. The product is: [Br:1][C:2]1[C:7](=[O:8])[N:6]2[CH:9]=[CH:10][CH:11]=[CH:12][C:5]2=[N:4][C:3]=1[O:15][CH3:14]. (4) Given the reactants [N:1]1[CH:6]=[CH:5][CH:4]=[C:3]([C:7]2[O:11][N:10]=[C:9]([CH2:12][N:13]3C(=O)C4C(=CC=CC=4)C3=O)[CH:8]=2)[CH:2]=1.O.NN, predict the reaction product. The product is: [N:1]1[CH:6]=[CH:5][CH:4]=[C:3]([C:7]2[O:11][N:10]=[C:9]([CH2:12][NH2:13])[CH:8]=2)[CH:2]=1. (5) Given the reactants [N:1]1([S:5]([NH2:8])(=[O:7])=[O:6])[CH2:4][CH2:3][CH2:2]1.C1(P(C2CCCCC2)C2C=CC=CC=2C2C(C(C)C)=CC(C(C)C)=CC=2C(C)C)CCCCC1.C(=O)([O-])[O-].[Cs+].[Cs+].[CH2:49]([O:51][C:52](=[O:73])[C@H:53]([O:55][C:56]1[CH:61]=[C:60](Cl)[N:59]=[C:58]([S:63][CH2:64][C:65]2[CH:70]=[CH:69][CH:68]=[C:67]([F:71])[C:66]=2[F:72])[N:57]=1)[CH3:54])[CH3:50], predict the reaction product. The product is: [CH2:49]([O:51][C:52](=[O:73])[C@H:53]([O:55][C:56]1[CH:61]=[C:60]([NH:8][S:5]([N:1]2[CH2:4][CH2:3][CH2:2]2)(=[O:7])=[O:6])[N:59]=[C:58]([S:63][CH2:64][C:65]2[CH:70]=[CH:69][CH:68]=[C:67]([F:71])[C:66]=2[F:72])[N:57]=1)[CH3:54])[CH3:50]. (6) Given the reactants Cl[C:2]1[CH:7]=[C:6]([C:8]([OH:11])([CH3:10])[CH3:9])[CH:5]=[C:4]([C:12]([F:15])([F:14])[F:13])[N:3]=1.[CH3:16][N:17]1CCCC1=O, predict the reaction product. The product is: [OH:11][C:8]([C:6]1[CH:5]=[C:4]([C:12]([F:15])([F:14])[F:13])[N:3]=[C:2]([C:16]#[N:17])[CH:7]=1)([CH3:10])[CH3:9]. (7) Given the reactants C(O[C:6](=[O:12])[O:7][C:8]([CH3:11])([CH3:10])[CH3:9])(C)(C)C.S(O)(O)(=O)=O.[CH3:18][S:19][C:20](=[NH:22])[NH2:21].[CH3:18][S:19][C:20](=[NH:22])[NH2:21], predict the reaction product. The product is: [C:8]([O:7][C:6]([NH:22][C:20](=[N:21][C:6]([O:7][C:8]([CH3:9])([CH3:10])[CH3:11])=[O:12])[S:19][CH3:18])=[O:12])([CH3:11])([CH3:10])[CH3:9]. (8) Given the reactants [NH2:1][C:2]1[CH:3]=[C:4]([CH2:9][CH2:10][CH2:11][CH2:12][O:13][CH2:14][CH2:15][CH2:16][CH2:17][CH2:18][CH2:19][N:20]([CH2:36][C:37]2[CH:42]=[CH:41][CH:40]=[CH:39][CH:38]=2)[CH2:21][C@@H:22]([C:24]2[CH:35]=[CH:34][C:27]3[O:28][C:29]([CH3:33])([CH3:32])[O:30][CH2:31][C:26]=3[CH:25]=2)[OH:23])[CH:5]=[C:6]([CH3:8])[CH:7]=1.[O-:43][C:44]#[N:45].[K+], predict the reaction product. The product is: [CH2:36]([N:20]([CH2:21][C@@H:22]([C:24]1[CH:35]=[CH:34][C:27]2[O:28][C:29]([CH3:33])([CH3:32])[O:30][CH2:31][C:26]=2[CH:25]=1)[OH:23])[CH2:19][CH2:18][CH2:17][CH2:16][CH2:15][CH2:14][O:13][CH2:12][CH2:11][CH2:10][CH2:9][C:4]1[CH:3]=[C:2]([NH:1][C:44]([NH2:45])=[O:43])[CH:7]=[C:6]([CH3:8])[CH:5]=1)[C:37]1[CH:38]=[CH:39][CH:40]=[CH:41][CH:42]=1.